Dataset: Forward reaction prediction with 1.9M reactions from USPTO patents (1976-2016). Task: Predict the product of the given reaction. (1) Given the reactants [F:1][C:2]([F:25])([F:24])[C:3]1[CH:23]=[CH:22][C:6]([O:7][C:8]2[CH:21]=[CH:20][C:11]([O:12][CH:13]([CH2:17][CH2:18][CH3:19])[CH2:14][CH2:15][OH:16])=[CH:10][CH:9]=2)=[CH:5][CH:4]=1.[CH3:26][S:27](Cl)(=[O:29])=[O:28].O, predict the reaction product. The product is: [F:1][C:2]([F:24])([F:25])[C:3]1[CH:23]=[CH:22][C:6]([O:7][C:8]2[CH:21]=[CH:20][C:11]([O:12][CH:13]([CH2:17][CH2:18][CH3:19])[CH2:14][CH2:15][O:16][S:27]([CH3:26])(=[O:29])=[O:28])=[CH:10][CH:9]=2)=[CH:5][CH:4]=1. (2) The product is: [Cl:26][C:27]1[N:28]=[CH:29][C:30]([CH2:33][C:2]2[CH:3]=[C:4]3[C:9](=[C:10]4[N:15]([CH3:16])[CH2:14][CH2:13][CH2:12][C:11]=24)[N:8]=[CH:7][N:6]([C@H:17]2[CH2:22][CH2:21][CH2:20][CH2:19][C@@H:18]2[OH:23])[C:5]3=[O:24])=[CH:31][CH:32]=1. Given the reactants Br[C:2]1[CH:3]=[C:4]2[C:9](=[C:10]3[N:15]([CH3:16])[CH2:14][CH2:13][CH2:12][C:11]=13)[N:8]=[CH:7][N:6]([C@H:17]1[CH2:22][CH2:21][CH2:20][CH2:19][C@@H:18]1[OH:23])[C:5]2=[O:24].[Cl-].[Cl:26][C:27]1[CH:32]=[CH:31][C:30]([CH2:33][Zn+])=[CH:29][N:28]=1, predict the reaction product. (3) Given the reactants C([O:3][C:4](=[O:29])[C:5]1[CH:10]=[CH:9][CH:8]=[C:7]([C:11]2[C:20]3[C:15](=[CH:16][CH:17]=[C:18]([C:21]4[CH:22]=[N:23][C:24]([O:27][CH3:28])=[CH:25][CH:26]=4)[CH:19]=3)[N:14]=[CH:13][N:12]=2)[CH:6]=1)C.O[Li].O, predict the reaction product. The product is: [CH3:28][O:27][C:24]1[N:23]=[CH:22][C:21]([C:18]2[CH:19]=[C:20]3[C:15](=[CH:16][CH:17]=2)[N:14]=[CH:13][N:12]=[C:11]3[C:7]2[CH:6]=[C:5]([CH:10]=[CH:9][CH:8]=2)[C:4]([OH:29])=[O:3])=[CH:26][CH:25]=1. (4) The product is: [O:23]1[CH:24]=[CH:25][CH:26]=[C:22]1[C:20]1[CH:19]=[CH:18][C:13]([C:14]([OH:16])=[O:15])=[C:12]([NH:11][C:9](=[O:10])[C:8]2[CH:27]=[C:28]([O:31][CH3:32])[CH:29]=[CH:30][C:7]=2[OH:6])[CH:21]=1. Given the reactants [OH-].[Na+].C([O:6][C:7]1[CH:30]=[CH:29][C:28]([O:31][CH3:32])=[CH:27][C:8]=1[C:9]([NH:11][C:12]1[CH:21]=[C:20]([C:22]2[O:23][CH:24]=[CH:25][CH:26]=2)[CH:19]=[CH:18][C:13]=1[C:14]([O:16]C)=[O:15])=[O:10])(=O)C.C(O)(=O)CC(CC(O)=O)(C(O)=O)O, predict the reaction product.